From a dataset of Reaction yield outcomes from USPTO patents with 853,638 reactions. Predict the reaction yield, written as a fraction of the theoretical maximum amount of product (1.0 means a 100% yield; for example, 0.34 means a 34% yield). (1) The reactants are [C:1]([C:3]1[C:4]([CH2:22][CH:23]([CH3:25])[CH3:24])=[N:5][C:6]([CH2:20][CH3:21])=[C:7]([C:12]=1[C:13]1[CH:18]=[CH:17][C:16]([CH3:19])=[CH:15][CH:14]=1)[C:8]([O:10][CH3:11])=[O:9])#[N:2].N. The catalyst is [Ni].CO. The product is [NH2:2][CH2:1][C:3]1[C:4]([CH2:22][CH:23]([CH3:24])[CH3:25])=[N:5][C:6]([CH2:20][CH3:21])=[C:7]([C:12]=1[C:13]1[CH:14]=[CH:15][C:16]([CH3:19])=[CH:17][CH:18]=1)[C:8]([O:10][CH3:11])=[O:9]. The yield is 0.900. (2) The reactants are [Br:1][C:2]1[CH:6]=[N:5][N:4]([CH3:7])[C:3]=1[C:8]1[CH:9]=[C:10]([NH2:18])[CH:11]=[CH:12][C:13]=1[O:14][CH:15]([CH3:17])[CH3:16].[Cl:19][C:20]1[CH:25]=[CH:24][C:23]([N:26]=[C:27]=[O:28])=[CH:22][CH:21]=1. The catalyst is C(Cl)Cl. The product is [Br:1][C:2]1[CH:6]=[N:5][N:4]([CH3:7])[C:3]=1[C:8]1[CH:9]=[C:10]([NH:18][C:27]([NH:26][C:23]2[CH:24]=[CH:25][C:20]([Cl:19])=[CH:21][CH:22]=2)=[O:28])[CH:11]=[CH:12][C:13]=1[O:14][CH:15]([CH3:16])[CH3:17]. The yield is 0.910. (3) The reactants are [C:1]([C:5]1[CH:9]=[C:8]([NH:10][C:11](=[O:36])[NH:12][C:13]2[C:22]3[C:17](=[CH:18][CH:19]=[CH:20][CH:21]=3)[C:16]([O:23][CH2:24][C:25]3[CH:30]=[CH:29][N:28]=[C:27]([NH:31][C:32](=[O:35])[CH2:33]Cl)[CH:26]=3)=[CH:15][CH:14]=2)[N:7]([C:37]2[CH:42]=[CH:41][C:40]([CH3:43])=[CH:39][CH:38]=2)[N:6]=1)([CH3:4])([CH3:3])[CH3:2].CCN(C(C)C)C(C)C.[CH3:53][O:54][CH2:55][CH2:56][NH2:57]. The catalyst is C(Cl)Cl.CN(C=O)C. The product is [C:1]([C:5]1[CH:9]=[C:8]([NH:10][C:11](=[O:36])[NH:12][C:13]2[C:22]3[C:17](=[CH:18][CH:19]=[CH:20][CH:21]=3)[C:16]([O:23][CH2:24][C:25]3[CH:30]=[CH:29][N:28]=[C:27]([NH:31][C:32](=[O:35])[CH2:33][NH:57][CH2:56][CH2:55][O:54][CH3:53])[CH:26]=3)=[CH:15][CH:14]=2)[N:7]([C:37]2[CH:42]=[CH:41][C:40]([CH3:43])=[CH:39][CH:38]=2)[N:6]=1)([CH3:4])([CH3:3])[CH3:2]. The yield is 0.110. (4) The reactants are [C:1]([N:9]1[CH2:22][CH2:21][C:20]2[C:19]3[CH:18]=[C:17](Br)[CH:16]=[CH:15][C:14]=3[NH:13][C:12]=2[CH2:11][CH2:10]1)(=[O:8])[C:2]1[CH:7]=[CH:6][CH:5]=[CH:4][CH:3]=1.[C:24]1(B(O)O)[CH:29]=[CH:28][CH:27]=[CH:26][CH:25]=1.CCOC(C)=O.CCCCCC. The catalyst is C(COC)OC.C(=O)([O-])[O-].[Na+].[Na+].C1C=CC([P]([Pd]([P](C2C=CC=CC=2)(C2C=CC=CC=2)C2C=CC=CC=2)([P](C2C=CC=CC=2)(C2C=CC=CC=2)C2C=CC=CC=2)[P](C2C=CC=CC=2)(C2C=CC=CC=2)C2C=CC=CC=2)(C2C=CC=CC=2)C2C=CC=CC=2)=CC=1. The product is [C:1]([N:9]1[CH2:22][CH2:21][C:20]2[C:19]3[CH:18]=[C:17]([C:24]4[CH:29]=[CH:28][CH:27]=[CH:26][CH:25]=4)[CH:16]=[CH:15][C:14]=3[NH:13][C:12]=2[CH2:11][CH2:10]1)(=[O:8])[C:2]1[CH:7]=[CH:6][CH:5]=[CH:4][CH:3]=1. The yield is 0.560.